This data is from Full USPTO retrosynthesis dataset with 1.9M reactions from patents (1976-2016). The task is: Predict the reactants needed to synthesize the given product. (1) Given the product [CH3:18][C@@H:17]1[CH2:16][CH2:15][N:14]([C:27](=[O:26])[CH2:28][C:29]#[N:30])[CH2:13][C@@H:12]1[N:2]([CH3:1])[C:3]1[CH:8]=[CH:7][N:6]=[C:5]2[NH:9][CH:10]=[CH:11][C:4]=12, predict the reactants needed to synthesize it. The reactants are: [CH3:1][N:2]([C@@H:12]1[C@H:17]([CH3:18])[CH2:16][CH2:15][NH:14][CH2:13]1)[C:3]1[CH:8]=[CH:7][N:6]=[C:5]2[NH:9][CH:10]=[CH:11][C:4]=12.O=C1CCC(=O)N1[O:26][C:27](=O)[CH2:28][C:29]#[N:30].C(O)C. (2) Given the product [I:14][C:11]1[CH:12]=[CH:13][C:8]([C:5]2[CH:6]=[CH:7][C:2]([C:15]3[CH:20]=[CH:19][CH:18]=[CH:17][CH:16]=3)=[CH:3][CH:4]=2)=[CH:9][CH:10]=1, predict the reactants needed to synthesize it. The reactants are: I[C:2]1[CH:7]=[CH:6][C:5]([C:8]2[CH:13]=[CH:12][C:11]([I:14])=[CH:10][CH:9]=2)=[CH:4][CH:3]=1.[C:15]1(OB(O)O)[CH:20]=[CH:19][CH:18]=[CH:17][CH:16]=1.C(=O)([O-])[O-].[Na+].[Na+]. (3) Given the product [CH3:28][C:29]1([CH3:36])[O:34][CH2:33][CH:32]([N:23]2[CH2:24][CH2:25][C:20]3=[N:19][N:18]([C:15]4[S:14][C:13]([C:10]5[CH:11]=[CH:12][C:5]([O:4][CH:2]([CH3:1])[CH3:3])=[C:6]([CH:9]=5)[C:7]#[N:8])=[N:17][N:16]=4)[C:26]([CH3:27])=[C:21]3[CH2:22]2)[CH2:31][O:30]1, predict the reactants needed to synthesize it. The reactants are: [CH3:1][CH:2]([O:4][C:5]1[CH:12]=[CH:11][C:10]([C:13]2[S:14][C:15]([N:18]3[C:26]([CH3:27])=[C:21]4[CH2:22][NH:23][CH2:24][CH2:25][C:20]4=[N:19]3)=[N:16][N:17]=2)=[CH:9][C:6]=1[C:7]#[N:8])[CH3:3].[CH3:28][C:29]1([CH3:36])[O:34][CH2:33][C:32](=O)[CH2:31][O:30]1.C(O[BH-](OC(=O)C)OC(=O)C)(=O)C.[Na+]. (4) The reactants are: C([O:8][C:9]1[CH:14]=[CH:13][C:12]([CH2:15][CH2:16][C:17]2([CH2:23][OH:24])[CH2:21][O:20][C:19]([CH3:22])=[N:18]2)=[CH:11][CH:10]=1)C1C=CC=CC=1. Given the product [OH:24][CH2:23][C:17]1([CH2:16][CH2:15][C:12]2[CH:11]=[CH:10][C:9]([OH:8])=[CH:14][CH:13]=2)[CH2:21][O:20][C:19]([CH3:22])=[N:18]1, predict the reactants needed to synthesize it. (5) The reactants are: [OH:1][C:2]1[CH:7]=[C:6]([O:8]COC)[CH:5]=[CH:4][C:3]=1[C:12](=[O:23])[CH2:13][CH2:14][C:15]1[CH:16]=[N:17][C:18]([O:21][CH3:22])=[CH:19][CH:20]=1.C(O)(C(F)(F)F)=O.[OH-].[Na+]. Given the product [OH:1][C:2]1[CH:7]=[C:6]([OH:8])[CH:5]=[CH:4][C:3]=1[C:12](=[O:23])[CH2:13][CH2:14][C:15]1[CH:16]=[N:17][C:18]([O:21][CH3:22])=[CH:19][CH:20]=1, predict the reactants needed to synthesize it. (6) Given the product [Cl:11][C:10]1[CH:2]=[C:3]([CH:7]=[C:8]([O:12][C:13]([F:14])([F:15])[F:16])[CH:9]=1)[C:4]([OH:6])=[O:5], predict the reactants needed to synthesize it. The reactants are: N[C:2]1[C:10]([Cl:11])=[CH:9][C:8]([O:12][C:13]([F:16])([F:15])[F:14])=[CH:7][C:3]=1[C:4]([OH:6])=[O:5].Cl.N([O-])=O.[Na+].[PH2](O)=O. (7) Given the product [Br:20][C:21]1[CH:22]=[C:23]([C:27]2([C:2]3[CH:7]=[CH:6][C:5]([O:8][CH:9]([F:11])[F:10])=[C:4]([CH2:12][CH2:13][F:14])[CH:3]=3)[C:35]3[C:36](=[N:37][CH:38]=[CH:39][CH:40]=3)[C:41]([NH2:42])=[N:28]2)[CH:24]=[CH:25][CH:26]=1, predict the reactants needed to synthesize it. The reactants are: Br[C:2]1[CH:7]=[CH:6][C:5]([O:8][CH:9]([F:11])[F:10])=[C:4]([CH2:12][CH2:13][F:14])[CH:3]=1.C([Li])CCC.[Br:20][C:21]1[CH:22]=[C:23]([C:27]([C:35]2[C:36]([C:41]#[N:42])=[N:37][CH:38]=[CH:39][CH:40]=2)=[N:28]S(C(C)(C)C)=O)[CH:24]=[CH:25][CH:26]=1.Cl. (8) The reactants are: [F:1][C:2]1[CH:14]=[CH:13][C:5]([C:6]([CH2:8][C:9]([O:11][CH3:12])=[O:10])=[O:7])=[CH:4][CH:3]=1.[C:15](#[N:19])[CH:16]([CH3:18])[CH3:17].[Sn](Cl)(Cl)(Cl)Cl.O. Given the product [NH2:19][C:15]([CH:16]([CH3:18])[CH3:17])=[C:8]([C:6]([C:5]1[CH:4]=[CH:3][C:2]([F:1])=[CH:14][CH:13]=1)=[O:7])[C:9]([O:11][CH3:12])=[O:10], predict the reactants needed to synthesize it. (9) Given the product [CH3:1][O:2][C:3]1[CH:12]=[CH:11][C:10]([N:13]2[C:17]([S:18][CH3:19])=[N:16][N:15]=[N:14]2)=[CH:9][C:4]=1[C:5]([OH:7])=[O:6], predict the reactants needed to synthesize it. The reactants are: [CH3:1][O:2][C:3]1[CH:12]=[CH:11][C:10]([N:13]2[C:17]([S:18][CH3:19])=[N:16][N:15]=[N:14]2)=[CH:9][C:4]=1[C:5]([O:7]C)=[O:6].[OH-].[Li+].